Dataset: Cav3 T-type calcium channel HTS with 100,875 compounds. Task: Binary Classification. Given a drug SMILES string, predict its activity (active/inactive) in a high-throughput screening assay against a specified biological target. (1) The drug is Brc1ccc(cc1)C(=O)N\N=C\C=C/c1ccccc1. The result is 0 (inactive). (2) The drug is O1CCN(CC1)c1nc(nc(OC)n1)NC. The result is 0 (inactive).